From a dataset of Forward reaction prediction with 1.9M reactions from USPTO patents (1976-2016). Predict the product of the given reaction. Given the reactants Br[C:2]1[C:3](=[O:32])[N:4]([CH2:24][CH2:25][C:26]2[CH:31]=[CH:30][CH:29]=[CH:28][CH:27]=2)[C:5]([C:9]2[CH:14]=[CH:13][CH:12]=[C:11]([F:15])[C:10]=2[O:16]CC2C=CC=CC=2)=[N:6][C:7]=1[CH3:8].[F-].[Cs+].C([Sn](CCCC)(CCCC)[C:40]1[S:41][CH:42]=[CH:43][CH:44]=1)CCC, predict the reaction product. The product is: [F:15][C:11]1[C:10]([OH:16])=[C:9]([C:5]2[N:4]([CH2:24][CH2:25][C:26]3[CH:31]=[CH:30][CH:29]=[CH:28][CH:27]=3)[C:3](=[O:32])[C:2]([C:40]3[S:41][CH:42]=[CH:43][CH:44]=3)=[C:7]([CH3:8])[N:6]=2)[CH:14]=[CH:13][CH:12]=1.